Task: Predict the reactants needed to synthesize the given product.. Dataset: Full USPTO retrosynthesis dataset with 1.9M reactions from patents (1976-2016) (1) Given the product [CH3:17][C:16]1[C:11]([OH:10])=[C:12]([CH3:27])[C:13]([CH3:26])=[C:14]([NH:18][C:19]2[CH:24]=[CH:23][CH:22]=[CH:21][CH:20]=2)[N:15]=1.[BrH:25], predict the reactants needed to synthesize it. The reactants are: CO.C([O:10][C:11]1[C:12]([CH3:27])=[C:13]([CH3:26])[C:14]([NH:18][C:19]2[CH:24]=[CH:23][C:22]([Br:25])=[CH:21][CH:20]=2)=[N:15][C:16]=1[CH3:17])C1C=CC=CC=1. (2) Given the product [C:11]([S:13][CH2:14][CH:15]1[S:19][CH:18]([CH2:20][O:21][C:22](=[O:26])[CH:23]=[CH2:24])[CH2:17][S:16]1)(=[O:12])[CH:10]=[CH2:9], predict the reactants needed to synthesize it. The reactants are: C(N(CC)CC)C.Cl[CH2:9][CH2:10][C:11]([S:13][CH2:14][CH:15]1[S:19][CH:18]([CH2:20][O:21][C:22](=[O:26])[CH2:23][CH2:24]Cl)[CH2:17][S:16]1)=[O:12].O.C1(C)C=CC=CC=1.